This data is from Full USPTO retrosynthesis dataset with 1.9M reactions from patents (1976-2016). The task is: Predict the reactants needed to synthesize the given product. The reactants are: [N:1]12[CH2:8][CH2:7][CH:4]([CH2:5][CH2:6]1)[C@@H:3]([O:9][C:10]1[N:15]=[N:14][C:13]([C:16]3[CH:17]=[C:18]4[C:22](=[CH:23][CH:24]=3)[NH:21][CH:20]=[C:19]4[CH2:25][N:26]([CH3:28])[CH3:27])=[CH:12][CH:11]=1)[CH2:2]2.[C:29]([OH:36])(=[O:35])/[CH:30]=[CH:31]/[C:32]([OH:34])=[O:33]. Given the product [C:29]([OH:36])(=[O:35])/[CH:30]=[CH:31]/[C:32]([OH:34])=[O:33].[C:29]([OH:36])(=[O:35])/[CH:30]=[CH:31]/[C:32]([OH:34])=[O:33].[N:1]12[CH2:8][CH2:7][CH:4]([CH2:5][CH2:6]1)[C@@H:3]([O:9][C:10]1[N:15]=[N:14][C:13]([C:16]3[CH:17]=[C:18]4[C:22](=[CH:23][CH:24]=3)[NH:21][CH:20]=[C:19]4[CH2:25][N:26]([CH3:28])[CH3:27])=[CH:12][CH:11]=1)[CH2:2]2, predict the reactants needed to synthesize it.